Regression. Given two drug SMILES strings and cell line genomic features, predict the synergy score measuring deviation from expected non-interaction effect. From a dataset of NCI-60 drug combinations with 297,098 pairs across 59 cell lines. Drug 1: CC1C(C(=O)NC(C(=O)N2CCCC2C(=O)N(CC(=O)N(C(C(=O)O1)C(C)C)C)C)C(C)C)NC(=O)C3=C4C(=C(C=C3)C)OC5=C(C(=O)C(=C(C5=N4)C(=O)NC6C(OC(=O)C(N(C(=O)CN(C(=O)C7CCCN7C(=O)C(NC6=O)C(C)C)C)C)C(C)C)C)N)C. Drug 2: CN1C(=O)N2C=NC(=C2N=N1)C(=O)N. Cell line: DU-145. Synergy scores: CSS=31.5, Synergy_ZIP=-8.86, Synergy_Bliss=-4.52, Synergy_Loewe=-80.2, Synergy_HSA=-6.03.